This data is from Full USPTO retrosynthesis dataset with 1.9M reactions from patents (1976-2016). The task is: Predict the reactants needed to synthesize the given product. (1) The reactants are: [N:1]1([C:6]2[CH:22]=[CH:21][C:9]([CH2:10][N:11]3[C:19]4[C:14](=[N:15][CH:16]=[CH:17][CH:18]=4)[C:13](I)=[CH:12]3)=[CH:8][CH:7]=2)[CH:5]=[CH:4][CH:3]=[N:2]1.F[C:24]1(F)[CH2:29][CH2:28][C@@H:27]([NH:30][C:31](C2C3=NC=CC=C3N(CC3C=CC(F)=CC=3)C=2)=[O:32])[C@H:26](O)[CH2:25]1.FC1C=CC(CN2C3C(=NC=CC=3)C(I)=C2)=CC=1.C1(N)CCCCC1.C(=O)([O-])[O-].[Na+].[Na+]. Given the product [N:1]1([C:6]2[CH:22]=[CH:21][C:9]([CH2:10][N:11]3[C:19]4[C:14](=[N:15][CH:16]=[CH:17][CH:18]=4)[C:13]([C:31]([NH:30][CH:27]4[CH2:28][CH2:29][CH2:24][CH2:25][CH2:26]4)=[O:32])=[CH:12]3)=[CH:8][CH:7]=2)[CH:5]=[CH:4][CH:3]=[N:2]1, predict the reactants needed to synthesize it. (2) Given the product [Cl:17][C:18]1[CH:19]=[CH:20][C:21]([S:24]([N:27]=[CH:7][C:6]2[C:2]([I:1])=[N:3][N:4]([CH2:9][O:10][CH2:11][CH2:12][Si:13]([CH3:16])([CH3:15])[CH3:14])[CH:5]=2)(=[O:25])=[O:26])=[CH:22][CH:23]=1, predict the reactants needed to synthesize it. The reactants are: [I:1][C:2]1[C:6]([CH:7]=O)=[CH:5][N:4]([CH2:9][O:10][CH2:11][CH2:12][Si:13]([CH3:16])([CH3:15])[CH3:14])[N:3]=1.[Cl:17][C:18]1[CH:23]=[CH:22][C:21]([S:24]([NH2:27])(=[O:26])=[O:25])=[CH:20][CH:19]=1. (3) Given the product [Cl:42][C:39]1[CH:40]=[CH:41][C:36]([S:33]([CH:26]([C:21]2[CH:22]=[CH:23][CH:24]=[CH:25][C:20]=2[CH2:19][OH:18])[CH2:27][CH2:28][CH2:29][CH2:30][CH2:31][OH:32])(=[O:35])=[O:34])=[CH:37][CH:38]=1, predict the reactants needed to synthesize it. The reactants are: [Si]([O:18][CH2:19][C:20]1[CH:25]=[CH:24][CH:23]=[CH:22][C:21]=1[CH:26]([S:33]([C:36]1[CH:41]=[CH:40][C:39]([Cl:42])=[CH:38][CH:37]=1)(=[O:35])=[O:34])[CH2:27][CH2:28][CH2:29][CH2:30][CH2:31][OH:32])(C(C)(C)C)(C1C=CC=CC=1)C1C=CC=CC=1.[F-].C([N+](CCCC)(CCCC)CCCC)CCC.O.CO. (4) The reactants are: [N+:1]([C:4]1[CH:9]=[CH:8][C:7]([N:10]2[CH2:15][CH2:14][O:13][CH2:12][CH2:11]2)=[C:6]([C:16]([F:19])([F:18])[F:17])[CH:5]=1)([O-])=O. Given the product [O:13]1[CH2:12][CH2:11][N:10]([C:7]2[CH:8]=[CH:9][C:4]([NH2:1])=[CH:5][C:6]=2[C:16]([F:18])([F:19])[F:17])[CH2:15][CH2:14]1, predict the reactants needed to synthesize it. (5) Given the product [CH2:1]([O:8][C:9]1[CH:10]=[C:11]([O:18][CH2:19][O:20][CH3:21])[C:12]([CH3:13])=[CH:15][C:16]=1[Br:17])[C:2]1[CH:3]=[CH:4][CH:5]=[CH:6][CH:7]=1, predict the reactants needed to synthesize it. The reactants are: [CH2:1]([O:8][C:9]1[C:16]([Br:17])=[CH:15][C:12]([CH:13]=O)=[C:11]([O:18][CH2:19][O:20][CH3:21])[CH:10]=1)[C:2]1[CH:7]=[CH:6][CH:5]=[CH:4][CH:3]=1.C(O)COCCO.O.NN.[OH-].[K+]. (6) Given the product [Br:23][C:3]1[N:2]([CH3:1])[C:6]2[N:7]=[CH:8][N:9]([CH2:12][C:13]([F:14])([F:16])[F:15])[C:10](=[O:11])[C:5]=2[C:4]=1[C:17]1[CH:22]=[CH:21][CH:20]=[CH:19][CH:18]=1, predict the reactants needed to synthesize it. The reactants are: [CH3:1][N:2]1[C:6]2[N:7]=[CH:8][N:9]([CH2:12][C:13]([F:16])([F:15])[F:14])[C:10](=[O:11])[C:5]=2[C:4]([C:17]2[CH:22]=[CH:21][CH:20]=[CH:19][CH:18]=2)=[CH:3]1.[Br:23]Br.